Dataset: Reaction yield outcomes from USPTO patents with 853,638 reactions. Task: Predict the reaction yield, written as a fraction of the theoretical maximum amount of product (1.0 means a 100% yield; for example, 0.34 means a 34% yield). (1) The reactants are [CH3:1][O:2][C:3]1[C:8]2[O:9][C:10]3[C:11]4[CH:12]([CH2:13][NH:14][CH2:15][C:16]=4[CH:17]=[CH:18][CH:19]=3)[C:7]=2[CH:6]=[CH:5][C:4]=1[O:20][CH3:21].C(=O)([O-])[O-].[K+].[K+].[CH2:28](Br)[CH:29]=[CH2:30]. The catalyst is CC(C)=O. The product is [CH2:30]([N:14]1[CH2:13][CH:12]2[C:7]3[CH:6]=[CH:5][C:4]([O:20][CH3:21])=[C:3]([O:2][CH3:1])[C:8]=3[O:9][C:10]3[C:11]2=[C:16]([CH:17]=[CH:18][CH:19]=3)[CH2:15]1)[CH:29]=[CH2:28]. The yield is 0.710. (2) The reactants are [CH2:1]([C:3]1[CH:8]=[CH:7][C:6]([C@H:9]2[CH2:14][C@@H:13]([C:15]([F:18])([F:17])[F:16])[N:12]3[N:19]=[CH:20][C:21]([C:22]([OH:24])=O)=[C:11]3[NH:10]2)=[CH:5][CH:4]=1)[CH3:2].CN(C(ON1N=NC2C=CC=NC1=2)=[N+](C)C)C.F[P-](F)(F)(F)(F)F.C(N(CC)C(C)C)(C)C.[CH3:58][C:59]1[CH:60]=[C:61]([CH:64]=[CH:65][CH:66]=1)[CH2:62][NH2:63]. No catalyst specified. The product is [CH2:1]([C:3]1[CH:8]=[CH:7][C:6]([C@H:9]2[CH2:14][C@@H:13]([C:15]([F:18])([F:16])[F:17])[N:12]3[N:19]=[CH:20][C:21]([C:22]([NH:63][CH2:62][C:61]4[CH:64]=[CH:65][CH:66]=[C:59]([CH3:58])[CH:60]=4)=[O:24])=[C:11]3[NH:10]2)=[CH:5][CH:4]=1)[CH3:2]. The yield is 0.810. (3) The reactants are [Cl:1][C:2]1[CH:3]=[C:4]([S:8][C:9]2[N:10]=[N:11][C:12]([O:15][CH3:16])=[CH:13][CH:14]=2)[CH:5]=[CH:6][CH:7]=1.ClC1C=CC=C(C(OO)=[O:25])C=1.C(Cl)(Cl)Cl.[OH2:32]. The catalyst is S([O-])([O-])(=O)=S.[Na+].[Na+]. The product is [Cl:1][C:2]1[CH:3]=[C:4]([S:8]([C:9]2[N:10]=[N:11][C:12]([O:15][CH3:16])=[CH:13][CH:14]=2)(=[O:25])=[O:32])[CH:5]=[CH:6][CH:7]=1. The yield is 0.290. (4) The reactants are [F:1][C:2]1[CH:12]=[C:11]([N+:13]([O-])=O)[CH:10]=[CH:9][C:3]=1[CH2:4][O:5][CH2:6][CH2:7][OH:8]. The catalyst is C1COCC1. The product is [NH2:13][C:11]1[CH:10]=[CH:9][C:3]([CH2:4][O:5][CH2:6][CH2:7][OH:8])=[C:2]([F:1])[CH:12]=1. The yield is 0.600. (5) The reactants are [NH2:1][C:2]1[S:3][CH:4]=[CH:5][N:6]=1.[C:7](N1C=CN=C1)(N1C=CN=C1)=[O:8].[CH:19]([NH:22][C:23]1[CH:28]=[CH:27][CH:26]=[CH:25][C:24]=1[O:29][C:30]1[CH:35]=[CH:34][CH:33]=[CH:32][CH:31]=1)([CH3:21])[CH3:20]. The catalyst is ClC(Cl)C. The product is [CH:19]([N:22]([C:23]1[CH:28]=[CH:27][CH:26]=[CH:25][C:24]=1[O:29][C:30]1[CH:35]=[CH:34][CH:33]=[CH:32][CH:31]=1)[C:7]([NH:1][C:2]1[S:3][CH:4]=[CH:5][N:6]=1)=[O:8])([CH3:21])[CH3:20]. The yield is 0.790. (6) The reactants are C[O:2][C:3](=[O:17])[C@:4]1([CH3:16])[CH2:8][CH2:7][CH2:6][N:5]1[C:9]([O:11][C:12]([CH3:15])([CH3:14])[CH3:13])=[O:10].[OH-].[Na+]. The catalyst is C1COCC1.O. The product is [C:12]([O:11][C:9]([N:5]1[CH2:6][CH2:7][CH2:8][C@@:4]1([CH3:16])[C:3]([OH:17])=[O:2])=[O:10])([CH3:15])([CH3:13])[CH3:14]. The yield is 0.570. (7) The reactants are Br[C:2]1[N:7]=[CH:6][C:5]2[C:8]([C:14]3[C:15]([CH3:20])=[N:16][NH:17][C:18]=3[CH3:19])=[CH:9][N:10]([CH:11]([CH3:13])[CH3:12])[C:4]=2[CH:3]=1.[CH:21]1([S:24]([N:27]2[CH:31]=[C:30]([C:32]3[N:37]=[C:36]([NH2:38])[CH:35]=[CH:34][N:33]=3)[CH:29]=[N:28]2)(=[O:26])=[O:25])[CH2:23][CH2:22]1.C1(P(C2C=CC=CC=2)C2C3OC4C(=CC=CC=4P(C4C=CC=CC=4)C4C=CC=CC=4)C(C)(C)C=3C=CC=2)C=CC=CC=1.C(=O)([O-])[O-].[Cs+].[Cs+].O1CCOCC1. The catalyst is C([O-])(=O)C.[Pd+2].C([O-])(=O)C. The product is [CH:21]1([S:24]([N:27]2[CH:31]=[C:30]([C:32]3[N:37]=[C:36]([NH:38][C:2]4[N:7]=[CH:6][C:5]5[C:8]([C:14]6[C:15]([CH3:20])=[N:16][NH:17][C:18]=6[CH3:19])=[CH:9][N:10]([CH:11]([CH3:13])[CH3:12])[C:4]=5[CH:3]=4)[CH:35]=[CH:34][N:33]=3)[CH:29]=[N:28]2)(=[O:25])=[O:26])[CH2:23][CH2:22]1. The yield is 0.0600. (8) The reactants are [CH3:1][N:2]1[CH2:7][CH2:6]O[CH2:4][CH2:3]1.O.O[N:10]1[C:14]2[CH:15]=[CH:16][CH:17]=[CH:18][C:13]=2N=N1.[Cl:19][C:20]1[CH:27]=[CH:26][C:23]([CH2:24][NH2:25])=[CH:22][CH:21]=1.[C:28](=[O:31])([O-])[O-].[Na+].[Na+]. The catalyst is O.C(Cl)Cl. The product is [Cl:19][C:20]1[CH:27]=[CH:26][C:23]([CH2:24][NH:25][C:28]([C:13]2[CH:14]=[CH:15][C:18]3[C:13](=[C:14]([N:10]4[CH2:4][CH2:3][N:2]([CH3:1])[CH2:7][CH2:6]4)[CH:15]=[CH:16][CH:17]=3)[CH:18]=2)=[O:31])=[CH:22][CH:21]=1. The yield is 0.218. (9) The reactants are Br[CH2:2][CH2:3][CH2:4][CH2:5][N:6]1[C:10]2[CH:11]=[CH:12][CH:13]=[CH:14][C:9]=2[N:8]([C:15]2[CH:20]=[CH:19][C:18]([F:21])=[C:17]([F:22])[CH:16]=2)[S:7]1(=[O:24])=[O:23].C(O)C.[CH3:28][NH2:29]. No catalyst specified. The product is [F:22][C:17]1[CH:16]=[C:15]([N:8]2[C:9]3[CH:14]=[CH:13][CH:12]=[CH:11][C:10]=3[N:6]([CH2:5][CH2:4][CH2:3][CH2:2][NH:29][CH3:28])[S:7]2(=[O:24])=[O:23])[CH:20]=[CH:19][C:18]=1[F:21]. The yield is 0.830. (10) The reactants are [I-:1].[NH:2]1[CH:6]=[CH:5][CH:4]=[C:3]1[CH2:7][N+](C)(C)C.[C:12]1([P:18]([C:25]2C=CC=CC=2)[C:19]2C=CC=CC=2)C=CC=CC=1. The catalyst is C(#N)C. The product is [I-:1].[NH:2]1[CH:6]=[CH:5][CH:4]=[C:3]1[CH2:7][P+:18]([CH3:25])([CH3:19])[CH3:12]. The yield is 0.920.